The task is: Predict which catalyst facilitates the given reaction.. This data is from Catalyst prediction with 721,799 reactions and 888 catalyst types from USPTO. Reactant: [CH2:1]([O:8][C:9]([N:11]1[CH2:16][CH2:15][C:14](=O)[C:13](=[N:18]O)[CH2:12]1)=[O:10])[C:2]1[CH:7]=[CH:6][CH:5]=[CH:4][CH:3]=1.C([O-])(=O)C.[NH4+].FC1C=CC=C(F)C=1[C:28]([NH:30]C1C(C=O)=NN(C2CCCCO2)C=1)=O. Product: [CH2:1]([O:8][C:9]([N:11]1[CH2:16][CH2:15][C:14]2[NH:30][CH:28]=[N:18][C:13]=2[CH2:12]1)=[O:10])[C:2]1[CH:7]=[CH:6][CH:5]=[CH:4][CH:3]=1. The catalyst class is: 15.